From a dataset of NCI-60 drug combinations with 297,098 pairs across 59 cell lines. Regression. Given two drug SMILES strings and cell line genomic features, predict the synergy score measuring deviation from expected non-interaction effect. (1) Drug 1: C1=CN(C=N1)CC(O)(P(=O)(O)O)P(=O)(O)O. Drug 2: C1CNP(=O)(OC1)N(CCCl)CCCl. Cell line: HT29. Synergy scores: CSS=1.19, Synergy_ZIP=3.09, Synergy_Bliss=5.21, Synergy_Loewe=3.99, Synergy_HSA=1.95. (2) Drug 1: CC(C1=C(C=CC(=C1Cl)F)Cl)OC2=C(N=CC(=C2)C3=CN(N=C3)C4CCNCC4)N. Drug 2: CC1C(C(CC(O1)OC2CC(CC3=C2C(=C4C(=C3O)C(=O)C5=C(C4=O)C(=CC=C5)OC)O)(C(=O)C)O)N)O.Cl. Cell line: CAKI-1. Synergy scores: CSS=50.1, Synergy_ZIP=1.85, Synergy_Bliss=3.27, Synergy_Loewe=-17.3, Synergy_HSA=6.93. (3) Drug 1: C1=CC(=CC=C1CCC2=CNC3=C2C(=O)NC(=N3)N)C(=O)NC(CCC(=O)O)C(=O)O. Drug 2: C(=O)(N)NO. Cell line: NCIH23. Synergy scores: CSS=3.46, Synergy_ZIP=-1.35, Synergy_Bliss=0.0654, Synergy_Loewe=-1.52, Synergy_HSA=-0.103. (4) Drug 1: CN(C)N=NC1=C(NC=N1)C(=O)N. Drug 2: CN(CCCl)CCCl.Cl. Cell line: HT29. Synergy scores: CSS=14.8, Synergy_ZIP=-3.15, Synergy_Bliss=0.549, Synergy_Loewe=-12.1, Synergy_HSA=-4.12. (5) Drug 1: C1=CC(=CC=C1C#N)C(C2=CC=C(C=C2)C#N)N3C=NC=N3. Drug 2: C1CN1P(=S)(N2CC2)N3CC3. Cell line: OVCAR-4. Synergy scores: CSS=-3.04, Synergy_ZIP=1.07, Synergy_Bliss=0.462, Synergy_Loewe=-3.84, Synergy_HSA=-3.70.